From a dataset of NCI-60 drug combinations with 297,098 pairs across 59 cell lines. Regression. Given two drug SMILES strings and cell line genomic features, predict the synergy score measuring deviation from expected non-interaction effect. Drug 1: CS(=O)(=O)C1=CC(=C(C=C1)C(=O)NC2=CC(=C(C=C2)Cl)C3=CC=CC=N3)Cl. Drug 2: CC=C1C(=O)NC(C(=O)OC2CC(=O)NC(C(=O)NC(CSSCCC=C2)C(=O)N1)C(C)C)C(C)C. Cell line: LOX IMVI. Synergy scores: CSS=50.7, Synergy_ZIP=-3.78, Synergy_Bliss=-3.87, Synergy_Loewe=-50.0, Synergy_HSA=-2.67.